Dataset: Reaction yield outcomes from USPTO patents with 853,638 reactions. Task: Predict the reaction yield, written as a fraction of the theoretical maximum amount of product (1.0 means a 100% yield; for example, 0.34 means a 34% yield). (1) The reactants are Br[CH2:2][C:3]1[CH:20]=[CH:19][C:18]2[C@@H:17]3[C@H:8]([C@H:9]4[C@@:13]([CH2:15][CH2:16]3)([CH3:14])[C@@H:12]([OH:21])[C@@H:11]([CH2:22][C:23]3[CH:24]=[C:25]([CH:29]=[CH:30][CH:31]=3)[C:26]([NH2:28])=[O:27])[CH2:10]4)[CH2:7][CH2:6][C:5]=2[CH:4]=1.[N-:32]=[N+]=[N-].[Na+].O. The catalyst is CN(C=O)C. The product is [NH2:32][CH2:2][C:3]1[CH:20]=[CH:19][C:18]2[C@@H:17]3[C@H:8]([C@H:9]4[C@@:13]([CH2:15][CH2:16]3)([CH3:14])[C@@H:12]([OH:21])[C@@H:11]([CH2:22][C:23]3[CH:24]=[C:25]([CH:29]=[CH:30][CH:31]=3)[C:26]([NH2:28])=[O:27])[CH2:10]4)[CH2:7][CH2:6][C:5]=2[CH:4]=1. The yield is 0.580. (2) The reactants are [O:1]=[C:2]1[C:11]2[CH:12]=[CH:13][S:14][C:10]=2[C:9]2[C:4](=[C:5]([C:15]([O:17]C)=[O:16])[CH:6]=[CH:7][CH:8]=2)[NH:3]1.C(O)C.[OH-].[Na+].Cl. The catalyst is O. The product is [O:1]=[C:2]1[C:11]2[CH:12]=[CH:13][S:14][C:10]=2[C:9]2[C:4](=[C:5]([C:15]([OH:17])=[O:16])[CH:6]=[CH:7][CH:8]=2)[NH:3]1. The yield is 0.920. (3) The reactants are Cl.[Cl:2][C:3]1[CH:4]=[C:5]([CH:43]=[CH:44][CH:45]=1)[CH2:6][N:7]1[CH:11]=[C:10]([C:12]2[C:20]3[C:15](=[N:16][CH:17]=[C:18]([C:21]4[CH:22]=[N:23][C:24]([N:27]5[CH2:32][CH2:31][NH:30][CH2:29][CH2:28]5)=[CH:25][CH:26]=4)[CH:19]=3)[N:14]([S:33]([C:36]3[CH:42]=[CH:41][C:39]([CH3:40])=[CH:38][CH:37]=3)(=[O:35])=[O:34])[CH:13]=2)[CH:9]=[N:8]1.[CH3:46][C@H:47]1[CH2:49][O:48]1.CCN(C(C)C)C(C)C. The catalyst is C(O)C. The product is [Cl:2][C:3]1[CH:4]=[C:5]([CH:43]=[CH:44][CH:45]=1)[CH2:6][N:7]1[CH:11]=[C:10]([C:12]2[C:20]3[C:15](=[N:16][CH:17]=[C:18]([C:21]4[CH:26]=[CH:25][C:24]([N:27]5[CH2:32][CH2:31][N:30]([CH2:46][C@@H:47]([OH:48])[CH3:49])[CH2:29][CH2:28]5)=[N:23][CH:22]=4)[CH:19]=3)[N:14]([S:33]([C:36]3[CH:42]=[CH:41][C:39]([CH3:40])=[CH:38][CH:37]=3)(=[O:35])=[O:34])[CH:13]=2)[CH:9]=[N:8]1. The yield is 0.923. (4) The reactants are [CH3:1][C:2]1[O:6][C:5]([CH:7]([NH2:13])[C:8]2([CH3:12])[CH2:11][O:10][CH2:9]2)=[CH:4][CH:3]=1.C([O:16][C:17]1[C:18](=[O:33])[C:19](=O)[C:20]=1[NH:21][C:22]1[C:30]2[NH:29][C:28](=[O:31])[NH:27][C:26]=2[CH:25]=[CH:24][CH:23]=1)C. No catalyst specified. The product is [CH3:1][C:2]1[O:6][C:5]([CH:7]([NH:13][C:19]2[C:18](=[O:33])[C:17](=[O:16])[C:20]=2[NH:21][C:22]2[C:30]3[NH:29][C:28](=[O:31])[NH:27][C:26]=3[CH:25]=[CH:24][CH:23]=2)[C:8]2([CH3:12])[CH2:9][O:10][CH2:11]2)=[CH:4][CH:3]=1. The yield is 0.180.